From a dataset of Reaction yield outcomes from USPTO patents with 853,638 reactions. Predict the reaction yield, written as a fraction of the theoretical maximum amount of product (1.0 means a 100% yield; for example, 0.34 means a 34% yield). (1) The reactants are [F:1][C:2]([F:23])([F:22])[C:3]1[CH:4]=[C:5]([N:9]2[CH:14]=[CH:13][C:12](=[O:15])[C:11]([C:16]#[C:17][Si](C)(C)C)=[N:10]2)[CH:6]=[CH:7][CH:8]=1.Cl. The catalyst is CO.[OH-].[Na+]. The product is [C:16]([C:11]1[C:12](=[O:15])[CH:13]=[CH:14][N:9]([C:5]2[CH:6]=[CH:7][CH:8]=[C:3]([C:2]([F:23])([F:22])[F:1])[CH:4]=2)[N:10]=1)#[CH:17]. The yield is 0.590. (2) The reactants are [CH3:1][O:2][C:3]1[CH:4]=[C:5]([C:11]([C@@H:13]2[C@:22]3([CH3:23])[C@H:17]([C:18]([CH3:25])([CH3:24])[CH2:19][CH2:20][CH2:21]3)[CH2:16][C@@H:15]([NH:26]CC3C=CC(OC)=CC=3)[C@H:14]2[CH3:36])=[O:12])[CH:6]=[C:7]([O:9][CH3:10])[CH:8]=1.Cl. The catalyst is CO.[Pd]. The product is [CH3:10][O:9][C:7]1[CH:6]=[C:5]([C:11]([C@@H:13]2[C@:22]3([CH3:23])[C@H:17]([C:18]([CH3:25])([CH3:24])[CH2:19][CH2:20][CH2:21]3)[CH2:16][C@@H:15]([NH2:26])[C@H:14]2[CH3:36])=[O:12])[CH:4]=[C:3]([O:2][CH3:1])[CH:8]=1. The yield is 0.630. (3) The reactants are Br[C:2]1[C:7](=[O:8])[N:6]([CH3:9])[C:5]([Cl:10])=[C:4]([C:11]([O:13][CH3:14])=[O:12])[CH:3]=1.O1CCOC[CH2:16]1. The catalyst is C1C=CC(P(C2C=CC=CC=2)[C-]2C=CC=C2)=CC=1.C1C=CC(P(C2C=CC=CC=2)[C-]2C=CC=C2)=CC=1.Cl[Pd]Cl.[Fe+2]. The product is [Cl:10][C:5]1[N:6]([CH3:9])[C:7](=[O:8])[C:2]([CH3:16])=[CH:3][C:4]=1[C:11]([O:13][CH3:14])=[O:12]. The yield is 0.730. (4) The reactants are [CH2:1]([C:3]1[N:13]([CH2:14][C:15]2[CH:20]=[CH:19][C:18]([NH:21][CH2:22][CH:23]3[CH2:28][CH2:27][NH:26][CH2:25][CH2:24]3)=[CH:17][CH:16]=2)[C:6]2=[N:7][C:8]([CH3:12])=[CH:9][C:10]([CH3:11])=[C:5]2[N:4]=1)[CH3:2].C(O)(=O)C.[O:33]1[CH2:38][CH2:37][C:36](=O)[CH2:35][CH2:34]1.C(O[BH-](OC(=O)C)OC(=O)C)(=O)C.[Na+].[OH-].[Na+]. The catalyst is ClC(Cl)C. The product is [CH2:1]([C:3]1[N:13]([CH2:14][C:15]2[CH:20]=[CH:19][C:18]([NH:21][CH2:22][CH:23]3[CH2:28][CH2:27][N:26]([CH:36]4[CH2:37][CH2:38][O:33][CH2:34][CH2:35]4)[CH2:25][CH2:24]3)=[CH:17][CH:16]=2)[C:6]2=[N:7][C:8]([CH3:12])=[CH:9][C:10]([CH3:11])=[C:5]2[N:4]=1)[CH3:2]. The yield is 0.440. (5) The reactants are [CH3:1][CH2:2][CH2:3][CH2:4][NH:5][C:6]1[CH:7]=[C:8]([C:23]([OH:25])=[O:24])[CH:9]=[C:10]([S:19]([NH2:22])(=[O:21])=[O:20])[C:11]=1[O:12][C:13]1[CH:14]=[CH:15][CH:16]=[CH:17][CH:18]=1.[C:26]([O:32][CH2:33]Cl)(=[O:31])[C:27]([CH3:30])([CH3:29])[CH3:28].C(N(CC)CC)C.[I-].[Na+]. The catalyst is CN(C)C=O. The product is [NH2:22][S:19]([C:10]1[CH:9]=[C:8]([CH:7]=[C:6]([NH:5][CH2:4][CH2:3][CH2:2][CH3:1])[C:11]=1[O:12][C:13]1[CH:18]=[CH:17][CH:16]=[CH:15][CH:14]=1)[C:23]([O:25][CH2:33][O:32][C:26]([C:27]([CH3:30])([CH3:29])[CH3:28])=[O:31])=[O:24])(=[O:21])=[O:20]. The yield is 0.600. (6) The catalyst is ClC(Cl)C. The reactants are [C:1]([O:5][C:6]([N:8]1[CH2:13][CH2:12][CH2:11][CH:10]([CH:14]=O)[CH:9]1[CH2:16][C:17]1[CH:22]=[CH:21][CH:20]=[CH:19][CH:18]=1)=[O:7])([CH3:4])([CH3:3])[CH3:2].[N:23]1([C:29](=[O:31])[CH3:30])[CH2:28][CH2:27][NH:26][CH2:25][CH2:24]1.C(O[BH-](OC(=O)C)OC(=O)C)(=O)C.[Na+]. The yield is 0.780. The product is [C:1]([O:5][C:6]([N:8]1[CH2:13][CH2:12][CH2:11][CH:10]([CH2:14][N:26]2[CH2:27][CH2:28][N:23]([C:29](=[O:31])[CH3:30])[CH2:24][CH2:25]2)[CH:9]1[CH2:16][C:17]1[CH:18]=[CH:19][CH:20]=[CH:21][CH:22]=1)=[O:7])([CH3:2])([CH3:3])[CH3:4].